This data is from Acute oral toxicity (LD50) regression data from Zhu et al.. The task is: Regression/Classification. Given a drug SMILES string, predict its toxicity properties. Task type varies by dataset: regression for continuous values (e.g., LD50, hERG inhibition percentage) or binary classification for toxic/non-toxic outcomes (e.g., AMES mutagenicity, cardiotoxicity, hepatotoxicity). Dataset: ld50_zhu. (1) The compound is FC(F)(F)C(=NOCC1OCCO1)c1ccc(Cl)cc1. The rat oral LD50 is 2.67, given as -log10 of the dose in mol/kg body weight (higher means more acutely toxic). (2) The compound is CC(C)C(=O)OCc1ccccc1. The rat oral LD50 is 1.80, given as -log10 of the dose in mol/kg body weight (higher means more acutely toxic). (3) The molecule is Cc1cc(Cl)ccc1OCC(=O)O. The rat oral LD50 is 2.46, given as -log10 of the dose in mol/kg body weight (higher means more acutely toxic). (4) The rat oral LD50 is 2.29, given as -log10 of the dose in mol/kg body weight (higher means more acutely toxic). The molecule is Nc1ccc2ccccc2c1. (5) The molecule is N#CN=C1SCCN1Cc1ccc(Cl)nc1. The rat oral LD50 is 2.75, given as -log10 of the dose in mol/kg body weight (higher means more acutely toxic). (6) The drug is CCCn1cnc2c1c(=O)n(CCCCC(C)=O)c(=O)n2C. The rat oral LD50 is 2.51, given as -log10 of the dose in mol/kg body weight (higher means more acutely toxic).